Dataset: TCR-epitope binding with 47,182 pairs between 192 epitopes and 23,139 TCRs. Task: Binary Classification. Given a T-cell receptor sequence (or CDR3 region) and an epitope sequence, predict whether binding occurs between them. (1) The epitope is NLNESLIDL. The TCR CDR3 sequence is CASSLPRTDLAKNIQYF. Result: 1 (the TCR binds to the epitope). (2) The epitope is KLSYGIATV. The TCR CDR3 sequence is CSASEGGSFGYTF. Result: 1 (the TCR binds to the epitope). (3) The epitope is WICLLQFAY. The TCR CDR3 sequence is CSVVSLTTNEQFF. Result: 1 (the TCR binds to the epitope). (4) The epitope is SLFNTVATLY. The TCR CDR3 sequence is CASSQGIFAYEQYF. Result: 0 (the TCR does not bind to the epitope). (5) The epitope is SFHSLHLLF. The TCR CDR3 sequence is CASRPDRGNTQYF. Result: 1 (the TCR binds to the epitope). (6) The epitope is VTEHDTLLY. The TCR CDR3 sequence is CASSPTGGNTGELFF. Result: 1 (the TCR binds to the epitope). (7) The epitope is GMFNMLSTVLGVS. The TCR CDR3 sequence is CASSQGSAGGNEQFF. Result: 0 (the TCR does not bind to the epitope). (8) The epitope is QARQMVQAMRTIGTHP. The TCR CDR3 sequence is CASRVGTGNLYEQYF. Result: 0 (the TCR does not bind to the epitope).